Dataset: Reaction yield outcomes from USPTO patents with 853,638 reactions. Task: Predict the reaction yield, written as a fraction of the theoretical maximum amount of product (1.0 means a 100% yield; for example, 0.34 means a 34% yield). (1) The reactants are [CH:1]1([N:5]2[CH2:10][CH2:9][CH:8]([NH:11][C:12](=O)OC(C)(C)C)[CH2:7][CH2:6]2)[CH2:4][CH2:3][CH2:2]1.[H-].[H-].[H-].[H-].[Li+].[Al+3].O.[OH-].[Na+]. The catalyst is C1COCC1.CCOC(C)=O. The product is [CH:1]1([N:5]2[CH2:6][CH2:7][CH:8]([NH:11][CH3:12])[CH2:9][CH2:10]2)[CH2:4][CH2:3][CH2:2]1. The yield is 0.930. (2) The reactants are [C:1]([O:4][CH2:5][C@@H:6]1[C@@H:13]2[C@@H:9]([O:10][C:11]([CH3:15])([CH3:14])[O:12]2)[C@H:8]([N:16]2[CH:24]=[N:23][C:22]3[C:17]2=[N:18][CH:19]=[N:20][C:21]=3Cl)[O:7]1)(=[O:3])[CH3:2].[CH2:26]([Sn](CCCC)(CCCC)C=C)[CH2:27]CC. The catalyst is ClC(Cl)C. The product is [C:1]([O:4][CH2:5][C@@H:6]1[C@@H:13]2[C@@H:9]([O:10][C:11]([CH3:15])([CH3:14])[O:12]2)[C@H:8]([N:16]2[CH:24]=[N:23][C:22]3[C:17]2=[N:18][CH:19]=[N:20][C:21]=3[CH:26]=[CH2:27])[O:7]1)(=[O:3])[CH3:2]. The yield is 0.850. (3) The reactants are [F:1][CH:2]([F:5])[CH2:3]Cl.[C:6]1(=[O:16])[NH:10][C:9](=[O:11])[C:8]2=[CH:12][CH:13]=[CH:14][CH:15]=[C:7]12.[K]. The catalyst is CN(C)C=O. The product is [F:1][CH:2]([F:5])[CH2:3][N:10]1[C:6](=[O:16])[C:7]2[C:8](=[CH:12][CH:13]=[CH:14][CH:15]=2)[C:9]1=[O:11]. The yield is 0.590. (4) The catalyst is O. The reactants are [Cl:1][C:2]1[CH:7]=[C:6]([Cl:8])[CH:5]=[CH:4][C:3]=1[C:9]1[N:10]=[C:11]([N:16]2[CH2:21][CH2:20][O:19][CH2:18][CH2:17]2)[S:12][C:13]=1[C:14]#[N:15].S(=O)(=O)(O)[OH:23]. The product is [Cl:1][C:2]1[CH:7]=[C:6]([Cl:8])[CH:5]=[CH:4][C:3]=1[C:9]1[N:10]=[C:11]([N:16]2[CH2:17][CH2:18][O:19][CH2:20][CH2:21]2)[S:12][C:13]=1[C:14]([NH2:15])=[O:23]. The yield is 0.800.